This data is from Reaction yield outcomes from USPTO patents with 853,638 reactions. The task is: Predict the reaction yield, written as a fraction of the theoretical maximum amount of product (1.0 means a 100% yield; for example, 0.34 means a 34% yield). (1) The reactants are Br[C:2]1[C:3]([CH3:19])=[C:4]([CH2:12][N:13]2[CH2:18][CH2:17][O:16][CH2:15][CH2:14]2)[N:5]2[C:10]=1[C:9]([NH2:11])=[N:8][CH:7]=[N:6]2.[F:20][C:21]1[CH:26]=[CH:25][C:24]([C:27]([F:30])([F:29])[F:28])=[CH:23][C:22]=1[NH:31][C:32]([NH:34][C:35]1[CH:40]=[CH:39][C:38](B2OC(C)(C)C(C)(C)O2)=[CH:37][C:36]=1[CH3:50])=[O:33].FC1C=CC(C(F)(F)F)=CC=1NC(NC1C=CC(B2OC(C)(C)C(C)(C)O2)=CC=1)=O. No catalyst specified. The product is [NH2:11][C:9]1[C:10]2=[C:2]([C:38]3[CH:39]=[CH:40][C:35]([NH:34][C:32]([NH:31][C:22]4[CH:23]=[C:24]([C:27]([F:29])([F:30])[F:28])[CH:25]=[CH:26][C:21]=4[F:20])=[O:33])=[C:36]([CH3:50])[CH:37]=3)[C:3]([CH3:19])=[C:4]([CH2:12][N:13]3[CH2:18][CH2:17][O:16][CH2:15][CH2:14]3)[N:5]2[N:6]=[CH:7][N:8]=1. The yield is 0.160. (2) The reactants are Br[C:2]1[C:3]([CH2:19][CH:20]([CH3:22])[CH3:21])=[C:4]([C:15]([O:17][CH3:18])=[O:16])[C:5]([CH:12]([F:14])[F:13])=[N:6][C:7]=1[C:8]([F:11])([F:10])[F:9].[S-2:23].[Li+].[Li+]. The catalyst is CN(C=O)C.Cl. The product is [F:13][CH:12]([F:14])[C:5]1[C:4]([C:15]([O:17][CH3:18])=[O:16])=[C:3]([CH2:19][CH:20]([CH3:22])[CH3:21])[C:2]([SH:23])=[C:7]([C:8]([F:11])([F:10])[F:9])[N:6]=1. The yield is 0.830. (3) The reactants are [OH:1][C@@:2]1([C:9]#[C:10][C:11]2[CH:12]=[C:13]([N:17]3[C:25]4[CH2:24][CH2:23][N:22]([C:26]5[N:31]=[CH:30][CH:29]=[CH:28][N:27]=5)[CH2:21][C:20]=4[C:19]([C:32]([O:34]CC)=O)=[N:18]3)[CH:14]=[CH:15][CH:16]=2)[CH2:6][CH2:5][N:4]([CH3:7])[C:3]1=[O:8].[NH3:37]. No catalyst specified. The product is [OH:1][C@@:2]1([C:9]#[C:10][C:11]2[CH:12]=[C:13]([N:17]3[C:25]4[CH2:24][CH2:23][N:22]([C:26]5[N:31]=[CH:30][CH:29]=[CH:28][N:27]=5)[CH2:21][C:20]=4[C:19]([C:32]([NH2:37])=[O:34])=[N:18]3)[CH:14]=[CH:15][CH:16]=2)[CH2:6][CH2:5][N:4]([CH3:7])[C:3]1=[O:8]. The yield is 0.140.